This data is from Catalyst prediction with 721,799 reactions and 888 catalyst types from USPTO. The task is: Predict which catalyst facilitates the given reaction. (1) Reactant: [O:1]=[C:2]([NH:19][C:20]1[S:21][C:22]([C:25]2[CH:30]=[CH:29][N:28]=[CH:27][CH:26]=2)=[N:23][N:24]=1)[C@@H:3]([NH:11]C(=O)OC(C)(C)C)[CH2:4][C:5]1[CH:10]=[CH:9][CH:8]=[CH:7][CH:6]=1.FC(F)(F)C(O)=O. Product: [NH2:11][C@@H:3]([CH2:4][C:5]1[CH:10]=[CH:9][CH:8]=[CH:7][CH:6]=1)[C:2]([NH:19][C:20]1[S:21][C:22]([C:25]2[CH:30]=[CH:29][N:28]=[CH:27][CH:26]=2)=[N:23][N:24]=1)=[O:1]. The catalyst class is: 2. (2) Reactant: [NH2:1][CH2:2][CH2:3][CH2:4][NH:5][C:6]([CH:8]1[CH:12]([C:13]2[CH:18]=[CH:17][CH:16]=[C:15]([Cl:19])[CH:14]=2)[C:11]([C:22]2[CH:27]=[CH:26][C:25]([Cl:28])=[CH:24][CH:23]=2)([C:20]#[N:21])[CH:10]([CH2:29][C:30]([CH3:33])([CH3:32])[CH3:31])[NH:9]1)=[O:7].[CH3:34][S:35](Cl)(=[O:37])=[O:36].CN(C1C=CC=CN=1)C. Product: [CH3:34][S:35]([NH:1][CH2:2][CH2:3][CH2:4][NH:5][C:6]([CH:8]1[CH:12]([C:13]2[CH:18]=[CH:17][CH:16]=[C:15]([Cl:19])[CH:14]=2)[C:11]([C:22]2[CH:27]=[CH:26][C:25]([Cl:28])=[CH:24][CH:23]=2)([C:20]#[N:21])[CH:10]([CH2:29][C:30]([CH3:33])([CH3:32])[CH3:31])[NH:9]1)=[O:7])(=[O:37])=[O:36]. The catalyst class is: 2.